Dataset: Catalyst prediction with 721,799 reactions and 888 catalyst types from USPTO. Task: Predict which catalyst facilitates the given reaction. Reactant: C(N(CC)CC)C.Cl.[CH2:9]([O:11][C:12](=[O:15])[CH2:13][NH2:14])[CH3:10].[CH3:16][O:17][CH2:18][C:19](Cl)=[O:20]. Product: [CH2:9]([O:11][C:12](=[O:15])[CH2:13][NH:14][C:19](=[O:20])[CH2:18][O:17][CH3:16])[CH3:10]. The catalyst class is: 22.